Dataset: Acute oral toxicity (LD50) regression data from Zhu et al.. Task: Regression/Classification. Given a drug SMILES string, predict its toxicity properties. Task type varies by dataset: regression for continuous values (e.g., LD50, hERG inhibition percentage) or binary classification for toxic/non-toxic outcomes (e.g., AMES mutagenicity, cardiotoxicity, hepatotoxicity). Dataset: ld50_zhu. (1) The rat oral LD50 is 3.20, given as -log10 of the dose in mol/kg body weight (higher means more acutely toxic). The drug is CCSC(C)CC1CC(=O)C(C(=O)CC)C(=O)C1. (2) The molecule is CCCCC(CC)COP(Oc1ccccc1)Oc1ccccc1. The rat oral LD50 is 2.27, given as -log10 of the dose in mol/kg body weight (higher means more acutely toxic). (3) The molecule is O=C(CN1CCN(c2ccccc2)CC1)NN=Cc1ccc([N+](=O)[O-])o1. The rat oral LD50 is 2.85, given as -log10 of the dose in mol/kg body weight (higher means more acutely toxic). (4) The compound is CCCCOCCC(=O)O. The rat oral LD50 is 1.45, given as -log10 of the dose in mol/kg body weight (higher means more acutely toxic). (5) The compound is COc1ccc(NS(=O)(=O)c2ccc(N)cc2)nn1. The rat oral LD50 is 2.01, given as -log10 of the dose in mol/kg body weight (higher means more acutely toxic).